From a dataset of Forward reaction prediction with 1.9M reactions from USPTO patents (1976-2016). Predict the product of the given reaction. (1) Given the reactants [CH2:1]([O:5][C:6]1[CH:7]=[C:8]2[C:13](=[CH:14][CH:15]=1)[C:12](=[O:16])[N:11]([C:17]1[CH:22]=[CH:21][C:20]([N:23]3[CH2:27][CH2:26][C@@H:25]([NH:28][CH3:29])[CH2:24]3)=[C:19]([F:30])[CH:18]=1)[CH2:10][CH2:9]2)[CH2:2][CH2:3][CH3:4].[CH3:31][C:32]([CH3:34])=O, predict the reaction product. The product is: [CH2:1]([O:5][C:6]1[CH:7]=[C:8]2[C:13](=[CH:14][CH:15]=1)[C:12](=[O:16])[N:11]([C:17]1[CH:22]=[CH:21][C:20]([N:23]3[CH2:27][CH2:26][C@@H:25]([N:28]([CH:32]([CH3:34])[CH3:31])[CH3:29])[CH2:24]3)=[C:19]([F:30])[CH:18]=1)[CH2:10][CH2:9]2)[CH2:2][CH2:3][CH3:4]. (2) Given the reactants [Cl:1][C:2]1[CH:10]=[C:9]2[C:5]([CH:6]=[CH:7][NH:8]2)=[CH:4][CH:3]=1.I[C:12]1[CH:17]=[CH:16][C:15]([CH3:18])=[CH:14][CH:13]=1, predict the reaction product. The product is: [Cl:1][C:2]1[CH:10]=[C:9]2[C:5]([CH:6]=[CH:7][N:8]2[C:12]2[CH:17]=[CH:16][C:15]([CH3:18])=[CH:14][CH:13]=2)=[CH:4][CH:3]=1. (3) Given the reactants [NH2:1][C:2]1[C:7]([O:8][CH2:9][CH:10]2[CH2:15][CH2:14][N:13]([C:16]3[N:21]=[C:20]([O:22][C@H:23]([CH3:27])[CH2:24][O:25][CH3:26])[N:19]=[C:18](C(C#N)C#N)[N:17]=3)[CH2:12][CH2:11]2)=[CH:6][C:5]([C:33]2[N:34]=[CH:35][N:36]([CH3:38])[CH:37]=2)=[CH:4][N:3]=1.[NH2:39][C@H:40]([CH3:45])[C:41]([CH3:44])([OH:43])[CH3:42].CCN(C(C)C)C(C)C.C1C=C(Cl)C=C([C:62](OO)=[O:63])C=1, predict the reaction product. The product is: [NH2:1][C:2]1[C:7]([O:8][CH2:9][CH:10]2[CH2:15][CH2:14][N:13]([C:16]3[N:21]=[C:20]([O:22][C@H:23]([CH3:27])[CH2:24][O:25][CH3:26])[N:19]=[C:18]([C:62]([NH:39][C@@H:40]([C:41]([OH:43])([CH3:44])[CH3:42])[CH3:45])=[O:63])[N:17]=3)[CH2:12][CH2:11]2)=[CH:6][C:5]([C:33]2[N:34]=[CH:35][N:36]([CH3:38])[CH:37]=2)=[CH:4][N:3]=1. (4) Given the reactants [Cl:1][C:2]1[CH:17]=[CH:16][C:5]([O:6][C:7]2[CH:8]=[C:9]([CH:13]([OH:15])[CH3:14])[CH:10]=[CH:11][CH:12]=2)=[C:4]([N+:18]([O-])=O)[CH:3]=1.Cl[Sn]Cl, predict the reaction product. The product is: [NH2:18][C:4]1[CH:3]=[C:2]([Cl:1])[CH:17]=[CH:16][C:5]=1[O:6][C:7]1[CH:8]=[C:9]([CH:13]([OH:15])[CH3:14])[CH:10]=[CH:11][CH:12]=1. (5) Given the reactants O[C:2]1[CH:7]=[CH:6][C:5]([C:8](=[O:10])[CH3:9])=[CH:4][CH:3]=1.[CH:11]1([CH2:17][CH2:18]O)[CH2:16][CH2:15][CH2:14][CH2:13][CH2:12]1, predict the reaction product. The product is: [CH:11]1([CH2:17][CH2:18][C:2]2[CH:7]=[CH:6][C:5]([C:8](=[O:10])[CH3:9])=[CH:4][CH:3]=2)[CH2:16][CH2:15][CH2:14][CH2:13][CH2:12]1. (6) Given the reactants C(N(CC)CC)C.[NH2:8][C:9]1[C:10]([O:30][C:31]2[CH:36]=[CH:35][CH:34]=[CH:33][CH:32]=2)=[N:11][C:12]([CH3:29])=[C:13]([CH3:28])[C:14]=1[NH:15][CH2:16][CH2:17][CH2:18][CH2:19][NH:20][C:21](=[O:27])[O:22][C:23]([CH3:26])([CH3:25])[CH3:24].[CH2:37]([O:39][CH2:40][C:41](Cl)=[O:42])[CH3:38], predict the reaction product. The product is: [CH2:37]([O:39][CH2:40][C:41]([NH:8][C:9]1[C:10]([O:30][C:31]2[CH:32]=[CH:33][CH:34]=[CH:35][CH:36]=2)=[N:11][C:12]([CH3:29])=[C:13]([CH3:28])[C:14]=1[NH:15][CH2:16][CH2:17][CH2:18][CH2:19][NH:20][C:21](=[O:27])[O:22][C:23]([CH3:26])([CH3:25])[CH3:24])=[O:42])[CH3:38]. (7) Given the reactants [S:1]1[C:5]2[CH:6]=[CH:7][CH:8]=[CH:9][C:4]=2[N:3]=[C:2]1[NH:10][C:11]([C:13]1[CH:14]=[CH:15][CH:16]=[C:17]2[C:22]=1[CH2:21][N:20]([C:23]1[N:28]=[C:27]([C:29]([O:31][C:32]([CH3:35])([CH3:34])[CH3:33])=[O:30])[C:26](B3OC(C)(C)C(C)(C)O3)=[CH:25][CH:24]=1)[CH2:19][CH2:18]2)=[O:12].O1[CH2:50][CH2:49][O:48][CH2:47][CH2:46]1, predict the reaction product. The product is: [S:1]1[C:5]2[CH:6]=[CH:7][CH:8]=[CH:9][C:4]=2[N:3]=[C:2]1[NH:10][C:11]([C:13]1[CH:14]=[CH:15][CH:16]=[C:17]2[C:22]=1[CH2:21][N:20]([C:23]1[N:28]=[C:27]([C:29]([O:31][C:32]([CH3:35])([CH3:34])[CH3:33])=[O:30])[C:26]([C:6]3[CH:5]=[CH:4][C:9]([CH3:8])=[C:47]([O:48][C:49]4[CH:50]=[CH:21][CH:22]=[CH:13][CH:11]=4)[CH:46]=3)=[CH:25][CH:24]=1)[CH2:19][CH2:18]2)=[O:12].